Dataset: hERG potassium channel inhibition data for cardiac toxicity prediction from Karim et al.. Task: Regression/Classification. Given a drug SMILES string, predict its toxicity properties. Task type varies by dataset: regression for continuous values (e.g., LD50, hERG inhibition percentage) or binary classification for toxic/non-toxic outcomes (e.g., AMES mutagenicity, cardiotoxicity, hepatotoxicity). Dataset: herg_karim. (1) The compound is Cn1cnc(C(=O)N(Cc2cccc(OC(F)(F)F)c2)C2CC3CNCC3C2)c1. The result is 0 (non-blocker). (2) The compound is COC[C@H](N)CNc1cnc(C(N)=O)c(Nc2cc(C)cc(C)n2)c1. The result is 1 (blocker). (3) The compound is CCOc1cc(CN2CCC(Nc3nc4ccccc4o3)CC2)ccc1OC. The result is 1 (blocker). (4) The molecule is O=C(NCC(=O)N1CC[C@H](N[C@H]2CC[C@@](O)(c3ccc(-c4ncccn4)cn3)CC2)C1)c1cccc(C(F)(F)F)c1. The result is 0 (non-blocker). (5) The drug is Cc1nnc2n1-c1ccc(-c3cncc([C@@](C)(O)C(F)(F)F)c3)cc1CC2. The result is 0 (non-blocker). (6) The drug is O=C(CNC(=O)c1cccc(C(F)(F)F)c1)NC1CCN(CCN2CCN(C(=O)c3ccccc3F)CC2)C1. The result is 0 (non-blocker). (7) The molecule is CN1CCN(Cc2ccc3c(c2)Cc2c-3n[nH]c2-c2csc(C#CCCO)c2)CC1. The result is 0 (non-blocker).